Predict the reactants needed to synthesize the given product. From a dataset of Full USPTO retrosynthesis dataset with 1.9M reactions from patents (1976-2016). Given the product [CH3:16][C:15]([CH3:18])([CH3:17])[CH2:19][C:20]([NH:14][C:2]1[CH:3]=[CH:4][C:5]2[O:6][C:7]3[CH2:13][CH2:12][CH2:11][CH2:10][C:8]=3[C:9]=2[CH:1]=1)=[O:21], predict the reactants needed to synthesize it. The reactants are: [CH2:1]1[C:9]2[C:8]3[CH:10]=[CH:11][CH:12]=[CH:13][C:7]=3[O:6][C:5]=2[CH2:4][CH2:3][CH:2]1[NH2:14].[C:15]([CH2:19][C:20](Cl)=[O:21])([CH3:18])([CH3:17])[CH3:16].C(N(CC)CC)C.